Dataset: Full USPTO retrosynthesis dataset with 1.9M reactions from patents (1976-2016). Task: Predict the reactants needed to synthesize the given product. (1) Given the product [CH3:20][O:21][C:22]1[CH:27]=[C:26]([C:2]2[C:11]3[O:10][CH:9]([CH3:12])[CH2:8][N:7]([C:13]([O:15][C:16]([CH3:19])([CH3:18])[CH3:17])=[O:14])[CH2:6][C:5]=3[S:4][CH:3]=2)[CH:25]=[CH:24][CH:23]=1, predict the reactants needed to synthesize it. The reactants are: Br[C:2]1[C:11]2[O:10][CH:9]([CH3:12])[CH2:8][N:7]([C:13]([O:15][C:16]([CH3:19])([CH3:18])[CH3:17])=[O:14])[CH2:6][C:5]=2[S:4][CH:3]=1.[CH3:20][O:21][C:22]1[CH:23]=[C:24](B(O)O)[CH:25]=[CH:26][CH:27]=1.C(=O)([O-])[O-].[K+].[K+].O. (2) Given the product [NH2:1][C:2]1[C:7]2=[C:8]([Cl:21])[CH:9]=[C:10]([C@@H:11]3[O:17][C@H:16]([CH2:18][OH:19])[C@@H:14]([OH:15])[C@@:12]3([CH3:20])[OH:13])[N:6]2[N:5]=[CH:4][N:3]=1, predict the reactants needed to synthesize it. The reactants are: [NH2:1][C:2]1[C:7]2=[CH:8][CH:9]=[C:10]([C@@H:11]3[O:17][C@H:16]([CH2:18][OH:19])[C@@H:14]([OH:15])[C@@:12]3([CH3:20])[OH:13])[N:6]2[N:5]=[CH:4][N:3]=1.[Cl:21]N1C(=O)CCC1=O. (3) Given the product [Cl:1][C:2]1[CH:3]=[C:4]([C:32]2[CH:33]=[CH:34][C:29]([Cl:28])=[CH:30][CH:31]=2)[C:5]2[O:10][CH:9]([C:11]([F:14])([F:13])[F:12])[C:8]([C:15]([O:17][CH2:18][CH3:19])=[O:16])=[CH:7][C:6]=2[CH:20]=1, predict the reactants needed to synthesize it. The reactants are: [Cl:1][C:2]1[CH:3]=[C:4](I)[C:5]2[O:10][CH:9]([C:11]([F:14])([F:13])[F:12])[C:8]([C:15]([O:17][CH2:18][CH3:19])=[O:16])=[CH:7][C:6]=2[CH:20]=1.C(=O)([O-])[O-].[K+].[K+].[Cl:28][C:29]1[CH:34]=[CH:33][C:32](B(O)O)=[CH:31][CH:30]=1.C1(C)C=CC=CC=1.